From a dataset of Full USPTO retrosynthesis dataset with 1.9M reactions from patents (1976-2016). Predict the reactants needed to synthesize the given product. (1) Given the product [CH3:9][O:8][C:5]1[N:4]=[C:3]([C:10]2[CH:15]=[CH:14][C:13]([CH3:16])=[CH:12][CH:11]=2)[C:2]([N:29]2[CH2:28][CH2:27][N:26]([CH3:31])[CH:25]([C:22]3[CH:23]=[CH:24][C:19]([O:18][CH3:17])=[CH:20][CH:21]=3)[CH2:30]2)=[CH:7][CH:6]=1, predict the reactants needed to synthesize it. The reactants are: Br[C:2]1[C:3]([C:10]2[CH:15]=[CH:14][C:13]([CH3:16])=[CH:12][CH:11]=2)=[N:4][C:5]([O:8][CH3:9])=[CH:6][CH:7]=1.[CH3:17][O:18][C:19]1[CH:24]=[CH:23][C:22]([CH:25]2[CH2:30][NH:29][CH2:28][CH2:27][N:26]2[CH3:31])=[CH:21][CH:20]=1.C1C=CC(P(C2C(C3C(P(C4C=CC=CC=4)C4C=CC=CC=4)=CC=C4C=3C=CC=C4)=C3C(C=CC=C3)=CC=2)C2C=CC=CC=2)=CC=1.CC(C)([O-])C.[Na+]. (2) Given the product [CH3:27][N:8]([CH3:7])[S:9]([C:12]1[CH:13]=[CH:14][C:15]([C:29]2[CH:30]=[N:31][C:32]3[N:33]([C:37]([C:40]4([C:43]5[CH:44]=[C:45]6[C:50](=[CH:51][CH:52]=5)[N:49]=[CH:48][CH:47]=[CH:46]6)[CH2:42][CH2:41]4)=[CH:38][N:35]=3)[CH:34]=2)=[CH:16][CH:17]=1)(=[O:10])=[O:11], predict the reactants needed to synthesize it. The reactants are: C(=O)([O-])[O-].[Na+].[Na+].[CH3:7][N:8]([CH3:27])[S:9]([C:12]1[CH:17]=[CH:16][C:15](B2OC(C)(C)C(C)(C)O2)=[CH:14][CH:13]=1)(=[O:11])=[O:10].Br[C:29]1[CH:30]=[N:31][C:32]([NH2:35])=[N:33][CH:34]=1.Cl[CH:37]([C:40]1([C:43]2[CH:44]=[C:45]3[C:50](=[CH:51][CH:52]=2)[N:49]=[CH:48][CH:47]=[CH:46]3)[CH2:42][CH2:41]1)[CH:38]=O. (3) Given the product [ClH:23].[CH3:13][CH:12]1[CH2:11][N:10]2[C:14]([C:17]([F:20])([F:18])[F:19])=[N:15][N:16]=[C:9]2[CH:8]([CH3:21])[NH:7]1, predict the reactants needed to synthesize it. The reactants are: CC(C)(OC([N:7]1[CH:12]([CH3:13])[CH2:11][N:10]2[C:14]([C:17]([F:20])([F:19])[F:18])=[N:15][N:16]=[C:9]2[CH:8]1[CH3:21])=O)C.[ClH:23]. (4) Given the product [CH2:2]([O:9][C:10]1[CH:11]=[C:12]([Br:22])[C:13]([NH2:16])=[N:14][CH:15]=1)[C:3]1[CH:4]=[CH:5][CH:6]=[CH:7][CH:8]=1, predict the reactants needed to synthesize it. The reactants are: Cl.[CH2:2]([O:9][C:10]1[CH:11]=[CH:12][C:13]([NH2:16])=[N:14][CH:15]=1)[C:3]1[CH:8]=[CH:7][CH:6]=[CH:5][CH:4]=1.C([O-])(=O)C.[Na+].[Br:22]Br. (5) Given the product [Cl:1][C:2]1[C:10]([Cl:11])=[CH:9][CH:8]=[CH:7][C:3]=1[C:4]([NH:21][CH2:20][CH:19]([C:16]1[CH:17]=[CH:18][C:13]([F:12])=[CH:14][CH:15]=1)[N:22]1[CH2:27][CH2:26][O:25][CH2:24][CH2:23]1)=[O:6], predict the reactants needed to synthesize it. The reactants are: [Cl:1][C:2]1[C:10]([Cl:11])=[CH:9][CH:8]=[CH:7][C:3]=1[C:4]([OH:6])=O.[F:12][C:13]1[CH:18]=[CH:17][C:16]([CH:19]([N:22]2[CH2:27][CH2:26][O:25][CH2:24][CH2:23]2)[CH2:20][NH2:21])=[CH:15][CH:14]=1.